Dataset: Forward reaction prediction with 1.9M reactions from USPTO patents (1976-2016). Task: Predict the product of the given reaction. Given the reactants C1(N2CC[O:9]CC2)CCCC=1.[CH3:12][O:13][C:14]1[CH:15]=[C:16]([CH:19]=[CH:20][C:21]=1[O:22][CH3:23])[CH:17]=O.Cl.[CH:25]1[CH:30]=[CH:29][CH:28]=[CH:27]C=1, predict the reaction product. The product is: [CH3:12][O:13][C:14]1[CH:15]=[C:16]([CH:19]=[CH:20][C:21]=1[O:22][CH3:23])[CH:17]=[C:27]1[CH2:28][CH2:29][CH2:30][C:25]1=[O:9].